Dataset: Full USPTO retrosynthesis dataset with 1.9M reactions from patents (1976-2016). Task: Predict the reactants needed to synthesize the given product. (1) Given the product [CH3:38][CH:2]([CH3:1])[C@H:3]([N:8]1[CH2:16][C:15]2[C:10](=[CH:11][C:12]([C:17]3[CH:18]=[CH:19][C:20]([NH:23][C:24](=[O:25])[C:72]4[CH:71]=[CH:70][C:69]([C:68]5[O:64][CH:65]=[N:66][CH:67]=5)=[CH:78][CH:77]=4)=[CH:21][CH:22]=3)=[CH:13][CH:14]=2)[C:9]1=[O:37])[C:4]([O:6][CH3:7])=[O:5], predict the reactants needed to synthesize it. The reactants are: [CH3:1][CH:2]([CH3:38])[C@H:3]([N:8]1[CH2:16][C:15]2[C:10](=[CH:11][C:12]([C:17]3[CH:22]=[CH:21][C:20]([NH:23][C:24](C4SC(C5C=CC=CC=5)=CN=4)=[O:25])=[CH:19][CH:18]=3)=[CH:13][CH:14]=2)[C:9]1=[O:37])[C:4]([O:6][CH3:7])=[O:5].NC1C=CC(C2C=C3C(CN([C@@H](C(C)C)C(OC)=O)C3=O)=CC=2)=CC=1.[O:64]1[C:68]([C:69]2[CH:78]=[CH:77][C:72](C(OC)=O)=[CH:71][CH:70]=2)=[CH:67][N:66]=[CH:65]1. (2) Given the product [NH2:38][C:37]1[C:28]([C:26]([NH:25][C:20]2[CH:21]=[N:22][CH:23]=[CH:24][C:19]=2[N:11]2[CH2:12][C@H:13]([C:15]([F:17])([F:18])[F:16])[CH2:14][C@H:9]([NH2:8])[CH2:10]2)=[O:27])=[N:29][C:30]2[C:35]([CH:36]=1)=[CH:34][CH:33]=[C:32]([N:49]1[CH2:54][CH2:53][N:52]([CH3:55])[CH2:51][CH2:50]1)[CH:31]=2, predict the reactants needed to synthesize it. The reactants are: C(OC([NH:8][C@H:9]1[CH2:14][C@@H:13]([C:15]([F:18])([F:17])[F:16])[CH2:12][N:11]([C:19]2[CH:24]=[CH:23][N:22]=[CH:21][C:20]=2[NH:25][C:26]([C:28]2[C:37]([NH:38]C(=O)OCC3C=CC=CC=3)=[CH:36][C:35]3[C:30](=[CH:31][C:32]([N:49]4[CH2:54][CH2:53][N:52]([CH3:55])[CH2:51][CH2:50]4)=[CH:33][CH:34]=3)[N:29]=2)=[O:27])[CH2:10]1)=O)(C)(C)C.Br. (3) The reactants are: [Cl:1][C:2]1[C:3]([C:31]2[CH:32]=[N:33][CH:34]=[CH:35][CH:36]=2)=[N:4][C:5]([NH:8][CH:9]2[CH2:14][CH2:13][N:12]([C:15]([C:17]3[CH:22]=[CH:21][C:20]([NH:23]C(=O)OC(C)(C)C)=[CH:19][CH:18]=3)=[O:16])[CH2:11][CH2:10]2)=[N:6][CH:7]=1.Cl.CC(=O)OCC. Given the product [ClH:1].[NH2:23][C:20]1[CH:21]=[CH:22][C:17]([C:15]([N:12]2[CH2:11][CH2:10][CH:9]([NH:8][C:5]3[N:4]=[C:3]([C:31]4[CH:32]=[N:33][CH:34]=[CH:35][CH:36]=4)[C:2]([Cl:1])=[CH:7][N:6]=3)[CH2:14][CH2:13]2)=[O:16])=[CH:18][CH:19]=1, predict the reactants needed to synthesize it. (4) The reactants are: C(OC(=O)[NH:7][CH2:8][C:9]1[CH:14]=[CH:13][C:12]([CH2:15][C:16]2[C:17]([F:31])=[C:18]([C:24]3[CH:29]=[CH:28][CH:27]=[C:26]([Cl:30])[CH:25]=3)[C:19]([O:22][CH3:23])=[CH:20][CH:21]=2)=[CH:11][N:10]=1)(C)(C)C.Cl. Given the product [Cl:30][C:26]1[CH:25]=[C:24]([C:18]2[C:19]([O:22][CH3:23])=[CH:20][CH:21]=[C:16]([CH2:15][C:12]3[CH:13]=[CH:14][C:9]([CH2:8][NH2:7])=[N:10][CH:11]=3)[C:17]=2[F:31])[CH:29]=[CH:28][CH:27]=1, predict the reactants needed to synthesize it.